From a dataset of Catalyst prediction with 721,799 reactions and 888 catalyst types from USPTO. Predict which catalyst facilitates the given reaction. (1) Reactant: [CH2:1]([O:3][C:4]([C:6]1[CH:7]=[C:8]2[C:13](=[CH:14][CH:15]=1)[N:12]([C:16]([O:18][C:19]([CH3:22])([CH3:21])[CH3:20])=[O:17])[CH2:11][CH2:10][NH:9]2)=[O:5])[CH3:2].C(N(CC)C(C)C)(C)C.[Cl:32][C:33]1[CH:34]=[CH:35][C:36]([O:43][CH3:44])=[C:37]([S:39](Cl)(=[O:41])=[O:40])[CH:38]=1. Product: [CH2:1]([O:3][C:4]([C:6]1[CH:7]=[C:8]2[C:13](=[CH:14][CH:15]=1)[N:12]([C:16]([O:18][C:19]([CH3:21])([CH3:20])[CH3:22])=[O:17])[CH2:11][CH2:10][N:9]2[S:39]([C:37]1[CH:38]=[C:33]([Cl:32])[CH:34]=[CH:35][C:36]=1[O:43][CH3:44])(=[O:40])=[O:41])=[O:5])[CH3:2]. The catalyst class is: 272. (2) Reactant: [C:1]([O-:4])(=[S:3])[CH3:2].[K+].[CH2:6]([C@@H:13]1[CH2:17][O:16][C:15](=[O:18])[N:14]1[C:19](=[O:26])[CH:20]([CH2:24]I)[CH:21]([CH3:23])[CH3:22])[C:7]1[CH:12]=[CH:11][CH:10]=[CH:9][CH:8]=1.O. Product: [CH2:6]([C@@H:13]1[CH2:17][O:16][C:15](=[O:18])[N:14]1[C:19](=[O:26])[C@H:20]([CH2:24][S:3][C:1](=[O:4])[CH3:2])[CH:21]([CH3:22])[CH3:23])[C:7]1[CH:8]=[CH:9][CH:10]=[CH:11][CH:12]=1. The catalyst class is: 9. (3) Reactant: Cl[C:2]1[N:7]=[C:6]([C:8]2[CH:13]=[CH:12][C:11]([O:14][C:15]3[CH:20]=[CH:19][CH:18]=[CH:17][CH:16]=3)=[CH:10][CH:9]=2)[C:5]([C:21]([NH2:23])=[O:22])=[CH:4][N:3]=1.C([O-])([O-])=O.[K+].[K+].[C:30]([O:34][C:35]([N:37]1[CH2:40][CH:39](N2C=C(C(O)=O)C(C3C=CC(OC4C=CC=CC=4)=CC=3)=N2)[CH2:38]1)=[O:36])([CH3:33])([CH3:32])[CH3:31].CO[CH2:64][CH2:65]OC. Product: [C:21]([C:5]1[C:6]([C:8]2[CH:13]=[CH:12][C:11]([O:14][C:15]3[CH:20]=[CH:19][CH:18]=[CH:17][CH:16]=3)=[CH:10][CH:9]=2)=[N:7][C:2]([C:38]2[CH2:39][CH2:40][N:37]([C:35]([O:34][C:30]([CH3:31])([CH3:32])[CH3:33])=[O:36])[CH2:65][CH:64]=2)=[N:3][CH:4]=1)(=[O:22])[NH2:23]. The catalyst class is: 257. (4) Reactant: S(C1C=CC(C)=CC=1)([O-])(=O)=O.[Si](OCC(O)CC1C=CC2CCCCC=2C=1O)(C(C)(C)C)(C)C.[CH3:35][C:36]1[CH:41]=[CH:40][C:39]([S:42]([O:45][CH2:46][CH:47]([OH:60])[CH2:48][C:49]2[C:50](O)=[C:51]3[C:55](=[C:56]([CH3:58])[CH:57]=2)[CH2:54][CH2:53][CH2:52]3)(=[O:44])=[O:43])=[CH:38][CH:37]=1.C1(P(C2C=CC=CC=2)C2C=CC=CC=2)C=CC=CC=1.CCOC(/N=N/C(OCC)=O)=O.C([Si](OCC1OC2C3CCCCC=3C=CC=2C1)(C)C)(C)(C)C. Product: [CH3:35][C:36]1[CH:37]=[CH:38][C:39]([S:42]([O:45][CH2:46][CH:47]2[O:60][C:50]3[C:51]4[CH2:52][CH2:53][CH2:54][C:55]=4[C:56]([CH3:58])=[CH:57][C:49]=3[CH2:48]2)(=[O:44])=[O:43])=[CH:40][CH:41]=1. The catalyst class is: 45. (5) Reactant: [N:1]([C:4]1[S:8][C:7]2[CH2:9][CH2:10][CH2:11][CH2:12][CH2:13][C:6]=2[C:5]=1[C:14]1[O:18][N:17]=[C:16]([CH3:19])[N:15]=1)=[C:2]=[O:3].[NH:20]1[CH2:27][CH2:26][CH2:25][C@@H:21]1[C:22]([OH:24])=[O:23]. Product: [CH3:19][C:16]1[N:15]=[C:14]([C:5]2[C:6]3[CH2:13][CH2:12][CH2:11][CH2:10][CH2:9][C:7]=3[S:8][C:4]=2[NH:1][C:2]([N:20]2[CH2:27][CH2:26][CH2:25][C@@H:21]2[C:22]([OH:24])=[O:23])=[O:3])[O:18][N:17]=1. The catalyst class is: 61. (6) Reactant: [C:1]([N:8]([CH3:28])[CH:9]1[CH2:14][CH2:13][CH:12]([NH:15][CH2:16][C:17]2[CH:18]=[C:19](B(O)O)[CH:20]=[CH:21][C:22]=2[O:23][CH3:24])[CH2:11][CH2:10]1)([O:3][C:4]([CH3:7])([CH3:6])[CH3:5])=[O:2].[NH2:29][C:30]1[CH:35]=[CH:34][C:33](Br)=[CH:32][N:31]=1. Product: [NH2:29][C:30]1[N:31]=[CH:32][C:33]([C:19]2[CH:20]=[CH:21][C:22]([O:23][CH3:24])=[C:17]([CH:18]=2)[CH2:16][NH:15][CH:12]2[CH2:13][CH2:14][CH:9]([N:8]([CH3:28])[C:1](=[O:2])[O:3][C:4]([CH3:7])([CH3:6])[CH3:5])[CH2:10][CH2:11]2)=[CH:34][CH:35]=1. The catalyst class is: 33. (7) Reactant: CC1C2C=C(O)C=CC=2N([CH2:18][C:19]2[CH:20]=[CH:21][C:22]([O:25][CH2:26][CH2:27][N:28]3CCCCCC3)=[CH:23][CH:24]=2)C=1C1C=CC(O)=CC=1.CC(O)=[O:38].OC1C=CC(CO)=CC=1.ClCC#N.C(=O)([O-])[O-].[K+].[K+]. Product: [OH:38][CH2:18][C:19]1[CH:20]=[CH:21][C:22]([O:25][CH2:26][C:27]#[N:28])=[CH:23][CH:24]=1. The catalyst class is: 21. (8) Reactant: [CH3:1][O:2][C:3]1[CH:4]=[CH:5][C:6]([NH:11][C:12]2[C:13]3[N:14]([CH:27]=[CH:28][N:29]=3)[N:15]=[C:16]([N:18]3[CH2:23][CH2:22][CH2:21][CH:20]([C:24](O)=[O:25])[CH2:19]3)[CH:17]=2)=[N:7][C:8]=1[O:9][CH3:10].[NH2:30][C:31]1[CH:43]=[CH:42][C:34]([C:35]([O:37][C:38]([CH3:41])([CH3:40])[CH3:39])=[O:36])=[CH:33][CH:32]=1.CCN=C=NCCCN(C)C.CN1C=CN=C1. Product: [CH3:1][O:2][C:3]1[CH:4]=[CH:5][C:6]([NH:11][C:12]2[C:13]3[N:14]([CH:27]=[CH:28][N:29]=3)[N:15]=[C:16]([N:18]3[CH2:23][CH2:22][CH2:21][CH:20]([C:24]([NH:30][C:31]4[CH:43]=[CH:42][C:34]([C:35]([O:37][C:38]([CH3:39])([CH3:40])[CH3:41])=[O:36])=[CH:33][CH:32]=4)=[O:25])[CH2:19]3)[CH:17]=2)=[N:7][C:8]=1[O:9][CH3:10]. The catalyst class is: 4. (9) Reactant: [CH3:1][O:2][C:3](=[O:19])[CH2:4][CH2:5][C:6]1[CH:11]=[CH:10][C:9]([O:12][CH2:13][CH2:14][C@@H:15]([OH:17])[CH3:16])=[CH:8][C:7]=1[CH3:18].CCN(CC)CC.[CH3:27][S:28](Cl)(=[O:30])=[O:29]. Product: [CH3:1][O:2][C:3](=[O:19])[CH2:4][CH2:5][C:6]1[CH:11]=[CH:10][C:9]([O:12][CH2:13][CH2:14][C@@H:15]([O:17][S:28]([CH3:27])(=[O:30])=[O:29])[CH3:16])=[CH:8][C:7]=1[CH3:18]. The catalyst class is: 2.